From a dataset of Full USPTO retrosynthesis dataset with 1.9M reactions from patents (1976-2016). Predict the reactants needed to synthesize the given product. (1) Given the product [F:1][C:2]1[CH:7]=[CH:6][C:5]([O:8][CH3:9])=[CH:4][C:3]=1[C:10]1[CH:15]=[CH:14][C:13]([SH:16])=[CH:12][C:11]=1[CH2:26][C:27]([CH3:30])([CH3:29])[CH3:28], predict the reactants needed to synthesize it. The reactants are: [F:1][C:2]1[CH:7]=[CH:6][C:5]([O:8][CH3:9])=[CH:4][C:3]=1[C:10]1[CH:15]=[CH:14][C:13]([S:16]CC2C=CC(OC)=CC=2)=[CH:12][C:11]=1[CH2:26][C:27]([CH3:30])([CH3:29])[CH3:28].C1(OC)C=CC=CC=1.[OH-].[Na+]. (2) Given the product [C:28]([C:18]1[CH:17]=[C:16]([NH:15][C:13]([NH:12][CH2:11][C:10]2[CH:32]=[CH:33][CH:34]=[CH:35][C:9]=2[O:8][C:4]2[CH:3]=[C:2]([NH:44][CH2:43][CH2:42][CH:38]3[CH2:39][CH2:40][CH2:41][N:37]3[CH3:36])[N:7]=[CH:6][N:5]=2)=[O:14])[N:20]([C:21]2[CH:26]=[CH:25][C:24]([CH3:27])=[CH:23][CH:22]=2)[N:19]=1)([CH3:31])([CH3:30])[CH3:29], predict the reactants needed to synthesize it. The reactants are: Cl[C:2]1[N:7]=[CH:6][N:5]=[C:4]([O:8][C:9]2[CH:35]=[CH:34][CH:33]=[CH:32][C:10]=2[CH2:11][NH:12][C:13]([NH:15][C:16]2[N:20]([C:21]3[CH:26]=[CH:25][C:24]([CH3:27])=[CH:23][CH:22]=3)[N:19]=[C:18]([C:28]([CH3:31])([CH3:30])[CH3:29])[CH:17]=2)=[O:14])[CH:3]=1.[CH3:36][N:37]1[CH2:41][CH2:40][CH2:39][CH:38]1[CH2:42][CH2:43][NH2:44].C(N(CC)C(C)C)(C)C.C(=O)(O)[O-].[Na+].